This data is from Full USPTO retrosynthesis dataset with 1.9M reactions from patents (1976-2016). The task is: Predict the reactants needed to synthesize the given product. Given the product [Br:1][C:2]1[C:3]([F:25])=[C:4]2[C:9](=[CH:10][CH:11]=1)[N:8]=[C:7]([Cl:14])[N:6]=[CH:5]2, predict the reactants needed to synthesize it. The reactants are: [Br:1][C:2]1[CH:3]=[C:4]2[C:9](=[C:10](OC)[CH:11]=1)[N:8]=[C:7]([Cl:14])[N:6]=[CH:5]2.NC1C=CC(Br)=C([F:25])C=1C#N.